Dataset: Full USPTO retrosynthesis dataset with 1.9M reactions from patents (1976-2016). Task: Predict the reactants needed to synthesize the given product. (1) Given the product [F:74][CH:72]([F:73])[C:70]1[CH:69]=[CH:68][N:67]=[C:66]([NH:65][C:60]2[N:59]=[C:58]([C:55]3[CH:56]=[N:57][C:52]([C@@:49]([C@H:46]4[CH2:47][CH2:48][C@H:43]([C:41]([O:40][CH2:39][C@H:20]5[O:19][CH:10]([OH:11])[C@H:9]([OH:8])[C@@H:22]([OH:23])[C@@H:21]5[OH:31])=[O:42])[CH2:44][CH2:45]4)([OH:51])[CH3:50])=[CH:53][CH:54]=3)[CH:63]=[C:62]([CH3:64])[CH:61]=2)[CH:71]=1, predict the reactants needed to synthesize it. The reactants are: C([O:8][C@@H:9]1[C@@H:22]([O:23]CC2C=CC=CC=2)[C@H:21]([O:31]CC2C=CC=CC=2)[C@@H:20]([CH2:39][O:40][C:41]([C@H:43]2[CH2:48][CH2:47][C@H:46]([C@:49]([C:52]3[N:57]=[CH:56][C:55]([C:58]4[CH:63]=[C:62]([CH3:64])[CH:61]=[C:60]([NH:65][C:66]5[CH:71]=[C:70]([CH:72]([F:74])[F:73])[CH:69]=[CH:68][N:67]=5)[N:59]=4)=[CH:54][CH:53]=3)([OH:51])[CH3:50])[CH2:45][CH2:44]2)=[O:42])[O:19][CH:10]1[O:11]CC1C=CC=CC=1)C1C=CC=CC=1.B(Br)(Br)Br.C(OCC)(=O)C. (2) Given the product [N:19]1([CH2:18][CH2:17][CH:14]2[CH2:15][CH2:16][N:11]([C:2]3[C:7]([NH2:8])=[CH:6][CH:5]=[CH:4][N:3]=3)[CH2:12][CH2:13]2)[CH2:20][CH2:21][CH2:22][CH2:23][CH2:24]1, predict the reactants needed to synthesize it. The reactants are: Cl[C:2]1[C:7]([N+:8]([O-])=O)=[CH:6][CH:5]=[CH:4][N:3]=1.[NH:11]1[CH2:16][CH2:15][CH:14]([CH2:17][CH2:18][N:19]2[CH2:24][CH2:23][CH2:22][CH2:21][CH2:20]2)[CH2:13][CH2:12]1.